From a dataset of Reaction yield outcomes from USPTO patents with 853,638 reactions. Predict the reaction yield, written as a fraction of the theoretical maximum amount of product (1.0 means a 100% yield; for example, 0.34 means a 34% yield). The reactants are Cl.[NH2:2][CH2:3][C:4]1([CH2:10][C:11]([O:13][CH2:14][CH:15]=[CH2:16])=[O:12])[CH2:9][CH2:8][CH2:7][CH2:6][CH2:5]1.Cl[C:18]([O:20][CH:21]([Cl:23])[CH3:22])=[O:19].CN1CCOCC1. The catalyst is ClCCl.C(OCC)C. The product is [Cl:23][CH:21]([O:20][C:18]([NH:2][CH2:3][C:4]1([CH2:10][C:11]([O:13][CH2:14][CH:15]=[CH2:16])=[O:12])[CH2:9][CH2:8][CH2:7][CH2:6][CH2:5]1)=[O:19])[CH3:22]. The yield is 0.990.